From a dataset of Reaction yield outcomes from USPTO patents with 853,638 reactions. Predict the reaction yield, written as a fraction of the theoretical maximum amount of product (1.0 means a 100% yield; for example, 0.34 means a 34% yield). (1) The reactants are [CH3:1][O:2][C:3]1[CH:4]=[C:5]([CH2:20][C:21]([OH:23])=O)[CH:6]=[CH:7][C:8]=1[NH:9][C:10]([NH:12][C:13]1[CH:18]=[CH:17][CH:16]=[CH:15][C:14]=1[CH3:19])=[O:11].[CH3:24][O:25][C:26]([C:28]1[CH:29]=[CH:30][C:31]([O:34][CH2:35][C@@H:36]2[CH2:40][C@H:39]([O:41][C:42]3[CH:51]=[CH:50][C:49]4[C:44](=[CH:45][CH:46]=[CH:47][CH:48]=4)[CH:43]=3)[CH2:38][NH:37]2)=[N:32][CH:33]=1)=[O:27].CCN=C=NCCCN(C)C.Cl. The catalyst is CN(C1C=CN=CC=1)C.CN(C=O)C. The product is [CH3:24][O:25][C:26]([C:28]1[CH:29]=[CH:30][C:31]([O:34][CH2:35][C@@H:36]2[CH2:40][C@H:39]([O:41][C:42]3[CH:51]=[CH:50][C:49]4[C:44](=[CH:45][CH:46]=[CH:47][CH:48]=4)[CH:43]=3)[CH2:38][N:37]2[C:21](=[O:23])[CH2:20][C:5]2[CH:6]=[CH:7][C:8]([NH:9][C:10]([NH:12][C:13]3[CH:18]=[CH:17][CH:16]=[CH:15][C:14]=3[CH3:19])=[O:11])=[C:3]([O:2][CH3:1])[CH:4]=2)=[N:32][CH:33]=1)=[O:27]. The yield is 1.00. (2) The reactants are Br[C:2]1[C:9]([CH3:10])=[CH:8][C:5]([C:6]#[N:7])=[C:4]([F:11])[CH:3]=1.C(OC)(=O)[CH2:13][C:14]([O:16][CH3:17])=[O:15].C(=O)([O-])[O-].[K+].[K+].C(=O)([O-])O.[K+]. The catalyst is C(OCC)(=O)C.F[B-](F)(F)F.C([PH+](C(C)(C)C)C(C)(C)C)(C)(C)C. The product is [C:6]([C:5]1[C:4]([F:11])=[CH:3][C:2]([CH2:13][C:14]([O:16][CH3:17])=[O:15])=[C:9]([CH3:10])[CH:8]=1)#[N:7]. The yield is 0.430. (3) The reactants are Cl[CH2:2][CH2:3][O:4][C:5]1[C:13]2[C:8](=[N:9][CH:10]=[N:11][C:12]=2[NH:14][C:15]2[CH:20]=[CH:19][C:18]([O:21][C:22]3[CH:23]=[N:24][C:25]([CH3:28])=[CH:26][CH:27]=3)=[C:17]([Cl:29])[CH:16]=2)[NH:7][N:6]=1.[NH:30]1[CH2:34][CH2:33][CH2:32][C@@H:31]1[CH2:35][OH:36]. No catalyst specified. The product is [Cl:29][C:17]1[CH:16]=[C:15]([NH:14][C:12]2[N:11]=[CH:10][N:9]=[C:8]3[NH:7][N:6]=[C:5]([O:4][CH2:3][CH2:2][N:30]4[CH2:34][CH2:33][CH2:32][C@@H:31]4[CH2:35][OH:36])[C:13]=23)[CH:20]=[CH:19][C:18]=1[O:21][C:22]1[CH:23]=[N:24][C:25]([CH3:28])=[CH:26][CH:27]=1. The yield is 0.450. (4) The reactants are [NH2:1][CH2:2][CH2:3][CH2:4][C:5]([CH3:43])([CH3:42])[CH2:6][N:7]([S:31]([C:34]1[CH:39]=[CH:38][CH:37]=[C:36]([NH:40][CH3:41])[CH:35]=1)(=[O:33])=[O:32])[CH2:8][C@@H:9]([OH:30])[C@@H:10]([NH:18][C:19](=[O:29])[O:20][C@@H:21]1[C@H:28]2[C@H:24]([O:25][CH2:26][CH2:27]2)[O:23][CH2:22]1)[CH2:11][C:12]1[CH:17]=[CH:16][CH:15]=[CH:14][CH:13]=1.C(N(CC)C(C)C)(C)C.Cl[C:54]([O:56][CH3:57])=[O:55]. The catalyst is C1COCC1. The product is [CH2:11]([C@H:10]([NH:18][C:19](=[O:29])[O:20][C@@H:21]1[C@H:28]2[C@H:24]([O:25][CH2:26][CH2:27]2)[O:23][CH2:22]1)[C@H:9]([OH:30])[CH2:8][N:7]([CH2:6][C:5]([CH3:43])([CH3:42])[CH2:4][CH2:3][CH2:2][NH:1][C:54]([O:56][CH3:57])=[O:55])[S:31]([C:34]1[CH:39]=[CH:38][CH:37]=[C:36]([NH:40][CH3:41])[CH:35]=1)(=[O:33])=[O:32])[C:12]1[CH:17]=[CH:16][CH:15]=[CH:14][CH:13]=1. The yield is 0.980. (5) The reactants are [CH3:1][N:2]1[C:10]2[C:5](=[CH:6][C:7]([S:11]([N:14]3[CH2:18][CH2:17][CH2:16][C@H:15]3[CH2:19][O:20][C:21]3[CH:26]=[CH:25][CH:24]=[CH:23][CH:22]=3)(=[O:13])=[O:12])=[CH:8][CH:9]=2)[C:4](=[O:27])[C:3]1=[O:28].[CH3:29][S:30][C:31]1[CH:38]=[CH:37][C:34](CBr)=[CH:33][CH:32]=1. No catalyst specified. The product is [CH3:29][S:30][C:31]1[CH:38]=[CH:37][C:34]([CH2:1][N:2]2[C:10]3[C:5](=[CH:6][C:7]([S:11]([N:14]4[CH2:18][CH2:17][CH2:16][C@H:15]4[CH2:19][O:20][C:21]4[CH:26]=[CH:25][CH:24]=[CH:23][CH:22]=4)(=[O:12])=[O:13])=[CH:8][CH:9]=3)[C:4](=[O:27])[C:3]2=[O:28])=[CH:33][CH:32]=1. The yield is 0.640.